From a dataset of Full USPTO retrosynthesis dataset with 1.9M reactions from patents (1976-2016). Predict the reactants needed to synthesize the given product. (1) The reactants are: [Cl:1][C:2]1[CH:7]=[CH:6][C:5]([N:8]2[C:17](=[O:18])[C:16]3[C:11](=[CH:12][C:13]([C:19]([O:21][CH3:22])=[O:20])=[CH:14][CH:15]=3)[NH:10][C:9]2=O)=[CH:4][CH:3]=1.P(Cl)(Cl)([Cl:26])=O.C(N(CC)C(C)C)(C)C. Given the product [Cl:26][C:9]1[N:8]([C:5]2[CH:6]=[CH:7][C:2]([Cl:1])=[CH:3][CH:4]=2)[C:17](=[O:18])[C:16]2[C:11](=[CH:12][C:13]([C:19]([O:21][CH3:22])=[O:20])=[CH:14][CH:15]=2)[N:10]=1, predict the reactants needed to synthesize it. (2) Given the product [CH2:34]([N:36]([CH2:71][CH3:72])[CH2:37][CH2:38][NH:39][C:40]([C:42]1[C:55]2[C:46](=[C:47]([NH:57][C:58]3[CH:63]=[CH:62][C:61]([NH:64][S:65]([CH3:68])(=[O:67])=[O:66])=[CH:60][C:59]=3[O:69][CH3:70])[C:48]3[C:53]([N:54]=2)=[CH:52][CH:51]=[C:50]([Sn:19]([CH2:20][CH2:21][CH2:22][CH3:23])([CH2:24][CH2:25][CH2:26][CH3:27])[CH2:14][CH2:13][CH2:12][CH3:11])[CH:49]=3)[CH:45]=[CH:44][CH:43]=1)=[O:41])[CH3:35], predict the reactants needed to synthesize it. The reactants are: C(N(CC)CCNC(C1C=CC2[C:11](=[CH:12][CH:13]=[C:14]([Sn:19](CCCC)([CH2:24][CH2:25][CH2:26][CH3:27])[CH2:20][CH2:21][CH2:22][CH3:23])C=2)N=1)=O)C.[CH2:34]([N:36]([CH2:71][CH3:72])[CH2:37][CH2:38][NH:39][C:40]([C:42]1[C:55]2[C:46](=[C:47]([NH:57][C:58]3[CH:63]=[CH:62][C:61]([NH:64][S:65]([CH3:68])(=[O:67])=[O:66])=[CH:60][C:59]=3[O:69][CH3:70])[C:48]3[C:53]([N:54]=2)=[CH:52][CH:51]=[C:50](I)[CH:49]=3)[CH:45]=[CH:44][CH:43]=1)=[O:41])[CH3:35].Cl.Cl.C(N(CC)CCNC(C1C2C(=C(NC3C=CC(NS(C)(=O)=O)=CC=3OC)C3C(N=2)=CC=C(I)C=3)C=CC=1)=O)C.C(=O)([O-])[O-].[Na+].[Na+].